This data is from Forward reaction prediction with 1.9M reactions from USPTO patents (1976-2016). The task is: Predict the product of the given reaction. (1) Given the reactants [CH3:1][O:2][C:3]1[CH:8]=[CH:7][C:6]([C:9]2[CH:17]=[CH:16][CH:15]=[C:14]3[C:10]=2[CH2:11][C:12](=[O:18])[NH:13]3)=[CH:5][CH:4]=1.[CH2:19]([N:21]([CH2:35][CH3:36])[CH2:22][CH2:23][NH:24][C:25]([C:27]1[NH:28][C:29]([CH:33]=O)=[C:30]([CH3:32])[CH:31]=1)=[O:26])[CH3:20], predict the reaction product. The product is: [CH2:35]([N:21]([CH2:19][CH3:20])[CH2:22][CH2:23][NH:24][C:25]([C:27]1[NH:28][C:29]([CH:33]=[C:11]2[C:10]3[C:14](=[CH:15][CH:16]=[CH:17][C:9]=3[C:6]3[CH:7]=[CH:8][C:3]([O:2][CH3:1])=[CH:4][CH:5]=3)[NH:13][C:12]2=[O:18])=[C:30]([CH3:32])[CH:31]=1)=[O:26])[CH3:36]. (2) The product is: [CH3:6][C:5]([CH3:8])([CH3:7])[C:4](=[O:10])[CH2:13][C:12]#[N:14]. Given the reactants C[O-].[Na+].[C:4]([O:10]C)(=O)[C:5]([CH3:8])([CH3:7])[CH3:6].[C:12](#[N:14])[CH3:13].Cl, predict the reaction product. (3) Given the reactants [NH2:1][C@H:2]1[CH2:6][CH2:5][N:4]([C:7]2[CH:16]=[CH:15][C:14]3[C:9](=[CH:10][CH:11]=[C:12]([Cl:27])[C:13]=3[NH:17][C:18](=[O:26])[CH2:19][CH:20]3[CH2:25][CH2:24][CH2:23][CH2:22][CH2:21]3)[N:8]=2)[CH2:3]1.O=[CH:29][C:30]([O:32][CH2:33][CH3:34])=[O:31].C(O[BH-](OC(=O)C)OC(=O)C)(=O)C.[Na+].[OH-].[Na+], predict the reaction product. The product is: [Cl:27][C:12]1[C:13]([NH:17][C:18](=[O:26])[CH2:19][CH:20]2[CH2:25][CH2:24][CH2:23][CH2:22][CH2:21]2)=[C:14]2[C:9](=[CH:10][CH:11]=1)[N:8]=[C:7]([N:4]1[CH2:5][CH2:6][C@H:2]([NH:1][CH2:29][C:30]([O:32][CH2:33][CH3:34])=[O:31])[CH2:3]1)[CH:16]=[CH:15]2. (4) Given the reactants [Cl:1][C:2]1[CH:3]=[C:4]([S:9]([NH:12][C:13]2[CH:21]=[CH:20][C:16]([C:17]([OH:19])=[O:18])=[C:15]([OH:22])[CH:14]=2)(=[O:11])=[O:10])[CH:5]=[C:6]([Cl:8])[CH:7]=1.[CH3:23][O:24][CH2:25][CH:26](O)[CH3:27], predict the reaction product. The product is: [Cl:8][C:6]1[CH:5]=[C:4]([S:9]([NH:12][C:13]2[CH:21]=[CH:20][C:16]([C:17]([O:19][CH:26]([CH3:27])[CH2:25][O:24][CH3:23])=[O:18])=[C:15]([OH:22])[CH:14]=2)(=[O:10])=[O:11])[CH:3]=[C:2]([Cl:1])[CH:7]=1. (5) Given the reactants [CH2:1]([C:3]1[NH:7][N:6]=[C:5]([CH2:8][C:9]2[O:10][C:11]([CH3:19])=[C:12]([C:14](OCC)=O)[N:13]=2)[N:4]=1)[CH3:2].[NH3:20].C[OH:22], predict the reaction product. The product is: [CH2:1]([C:3]1[NH:7][N:6]=[C:5]([CH2:8][C:9]2[O:10][C:11]([C:19]([NH2:20])=[O:22])=[C:12]([CH3:14])[N:13]=2)[N:4]=1)[CH3:2].